From a dataset of Retrosynthesis with 50K atom-mapped reactions and 10 reaction types from USPTO. Predict the reactants needed to synthesize the given product. (1) Given the product CCOC(=O)[C@@H](CCCCCCCNC(=O)OC(C)(C)C)N[C@H]1CS[C@H](c2cccs2)CN(CC(=O)OC(C)(C)C)C1=O, predict the reactants needed to synthesize it. The reactants are: CC(C)(C)OC(=O)CN1C[C@@H](c2cccs2)SC[C@H](N)C1=O.CCOC(=O)C(Br)CCCCCCCNC(=O)OC(C)(C)C. (2) Given the product Cc1ccccc1-c1cc2cnc(N)nc2nc1NC(=O)NC(C)(C)C, predict the reactants needed to synthesize it. The reactants are: CC(C)(C)N=C=O.Cc1ccccc1-c1cc2cnc(N)nc2nc1N. (3) Given the product CCOc1ccc(CC(C(=O)OC)C(=O)OC)cc1COC(=O)Nc1ccc(Cl)cc1Cl, predict the reactants needed to synthesize it. The reactants are: CCOc1ccc(CC(C(=O)OC)C(=O)OC)cc1CO.O=C=Nc1ccc(Cl)cc1Cl. (4) The reactants are: Cc1ccc(S(=O)(=O)Cl)cc1.O=[N+]([O-])c1ccc2c(c1)CCNCC2. Given the product Cc1ccc(S(=O)(=O)N2CCc3ccc([N+](=O)[O-])cc3CC2)cc1, predict the reactants needed to synthesize it. (5) Given the product CCOC(=O)Cc1cccc(N)c1C(=O)OC, predict the reactants needed to synthesize it. The reactants are: CCOC(=O)Cc1cccc([N+](=O)[O-])c1C(=O)OC. (6) Given the product CC1(C)C=C(CO)C(C)(C)CC1, predict the reactants needed to synthesize it. The reactants are: CC1(C)C=C(C=O)C(C)(C)CC1. (7) Given the product CC(C)(C)[SiH2]OC(c1ccccc1)(c1ccccc1)C1CN(Cc2ccccc2)CCC1=O, predict the reactants needed to synthesize it. The reactants are: CC(C)(C)[SiH2]OC(c1ccccc1)(c1ccccc1)C1CN(Cc2ccccc2)CCC1O.